Dataset: Full USPTO retrosynthesis dataset with 1.9M reactions from patents (1976-2016). Task: Predict the reactants needed to synthesize the given product. (1) Given the product [NH:1]([C:21]([O:23][CH2:24][CH:25]1[C:26]2[C:31](=[CH:30][CH:29]=[CH:28][CH:27]=2)[C:32]2[C:37]1=[CH:36][CH:35]=[CH:34][CH:33]=2)=[O:22])[C@H:2]([C:7]([OH:9])=[O:8])[C@H:3]([CH2:5][CH3:6])[CH3:4], predict the reactants needed to synthesize it. The reactants are: [NH:1]([C:21]([O:23][CH2:24][CH:25]1[C:37]2[C:32](=[CH:33][CH:34]=[CH:35][CH:36]=2)[C:31]2[C:26]1=[CH:27][CH:28]=[CH:29][CH:30]=2)=[O:22])[C@H:2]([C:7]([O:9]C1C(F)=C(F)C(F)=C(F)C=1F)=[O:8])[C@H:3]([CH2:5][CH3:6])[CH3:4]. (2) Given the product [C:5]([C:4]1[CH:3]=[C:2]([F:1])[C:9]([C:10]([OH:14])=[O:11])=[C:8]([F:12])[CH:7]=1)#[N:6], predict the reactants needed to synthesize it. The reactants are: [F:1][C:2]1[CH:3]=[C:4]([CH:7]=[C:8]([F:12])[C:9]=1[CH:10]=[O:11])[C:5]#[N:6].P([O-])(O)(O)=[O:14].[K+].Cl([O-])=O.[Na+].